Dataset: Catalyst prediction with 721,799 reactions and 888 catalyst types from USPTO. Task: Predict which catalyst facilitates the given reaction. (1) Reactant: C(OC([N:8]1[CH2:58][CH2:57][CH2:56][C@H:9]1[C:10]([NH:12][C@H:13]([C:15]([O:17][CH2:18][CH2:19][O:20][C:21]1[CH:26]=[CH:25][C:24]([C:27]2[C:32]([C:33]#[N:34])=[C:31]([N:35]3[CH2:39][CH2:38][CH2:37][CH2:36]3)[N:30]=[C:29]([S:40][CH2:41][C:42]3[N:43]=[C:44]([C:47]4[CH:52]=[CH:51][C:50]([Cl:53])=[CH:49][CH:48]=4)[S:45][CH:46]=3)[C:28]=2[C:54]#[N:55])=[CH:23][CH:22]=1)=[O:16])[CH3:14])=[O:11])=O)(C)(C)C.Cl. Product: [ClH:53].[NH:8]1[CH2:58][CH2:57][CH2:56][C@H:9]1[C:10]([NH:12][C@H:13]([C:15]([O:17][CH2:18][CH2:19][O:20][C:21]1[CH:22]=[CH:23][C:24]([C:27]2[C:32]([C:33]#[N:34])=[C:31]([N:35]3[CH2:36][CH2:37][CH2:38][CH2:39]3)[N:30]=[C:29]([S:40][CH2:41][C:42]3[N:43]=[C:44]([C:47]4[CH:52]=[CH:51][C:50]([Cl:53])=[CH:49][CH:48]=4)[S:45][CH:46]=3)[C:28]=2[C:54]#[N:55])=[CH:25][CH:26]=1)=[O:16])[CH3:14])=[O:11]. The catalyst class is: 268. (2) Reactant: C([N:8]1[CH2:13][CH2:12][N:11]([C:14]2[CH:15]=[CH:16][C:17]3[C:18]4[N:26]=[C:25]([C:27]5[CH:32]=[CH:31][CH:30]=[C:29]([C:33]([F:36])([F:35])[F:34])[CH:28]=5)[CH:24]=[C:23]([C:37]([NH2:39])=[O:38])[C:19]=4[NH:20][C:21]=3[CH:22]=2)[CH2:10][CH2:9]1)C1C=CC=CC=1.C([O-])=O.[NH4+]. Product: [N:11]1([C:14]2[CH:15]=[CH:16][C:17]3[C:18]4[N:26]=[C:25]([C:27]5[CH:32]=[CH:31][CH:30]=[C:29]([C:33]([F:34])([F:36])[F:35])[CH:28]=5)[CH:24]=[C:23]([C:37]([NH2:39])=[O:38])[C:19]=4[NH:20][C:21]=3[CH:22]=2)[CH2:12][CH2:13][NH:8][CH2:9][CH2:10]1. The catalyst class is: 687. (3) Product: [Cl:34][C:16]1[CH:15]=[C:14]([CH:12]([NH:11][C:2]2[N:10]=[CH:9][N:8]=[C:7]3[C:3]=2[N:4]=[CH:5][NH:6]3)[CH3:13])[C:19]([C:20]2[CH:25]=[CH:24][CH:23]=[C:22]([F:26])[CH:21]=2)=[C:18]([N:27]2[CH2:31][CH2:30][O:29][C:28]2=[O:32])[C:17]=1[CH3:33]. Reactant: Br[C:2]1[N:10]=[CH:9][N:8]=[C:7]2[C:3]=1[N:4]=[CH:5][NH:6]2.[NH2:11][CH:12]([C:14]1[C:19]([C:20]2[CH:25]=[CH:24][CH:23]=[C:22]([F:26])[CH:21]=2)=[C:18]([N:27]2[CH2:31][CH2:30][O:29][C:28]2=[O:32])[C:17]([CH3:33])=[C:16]([Cl:34])[CH:15]=1)[CH3:13].C(N(CC)C(C)C)(C)C. The catalyst class is: 32. (4) Reactant: F[P-](F)(F)(F)(F)F.N1(OC(N(C)C)=[N+](C)C)C2N=CC=CC=2N=N1.[CH2:25]([CH:32]1[CH2:37][N:36]([CH3:38])[CH2:35][CH:34]([C:39]([OH:41])=O)[CH2:33]1)[C:26]1[CH:31]=[CH:30][CH:29]=[CH:28][CH:27]=1.[N:42]1[CH:47]=[CH:46][C:45]([C:48]2[C:56]3[C:51](=[CH:52][CH:53]=[C:54]([NH2:57])[CH:55]=3)[N:50]([C:58]([C:71]3[CH:76]=[CH:75][CH:74]=[CH:73][CH:72]=3)([C:65]3[CH:70]=[CH:69][CH:68]=[CH:67][CH:66]=3)[C:59]3[CH:64]=[CH:63][CH:62]=[CH:61][CH:60]=3)[N:49]=2)=[CH:44][CH:43]=1.C(N(C(C)C)CC)(C)C. Product: [CH2:25]([CH:32]1[CH2:37][N:36]([CH3:38])[CH2:35][CH:34]([C:39]([NH:57][C:54]2[CH:55]=[C:56]3[C:51](=[CH:52][CH:53]=2)[N:50]([C:58]([C:65]2[CH:66]=[CH:67][CH:68]=[CH:69][CH:70]=2)([C:71]2[CH:76]=[CH:75][CH:74]=[CH:73][CH:72]=2)[C:59]2[CH:60]=[CH:61][CH:62]=[CH:63][CH:64]=2)[N:49]=[C:48]3[C:45]2[CH:44]=[CH:43][N:42]=[CH:47][CH:46]=2)=[O:41])[CH2:33]1)[C:26]1[CH:27]=[CH:28][CH:29]=[CH:30][CH:31]=1. The catalyst class is: 3. (5) Reactant: [CH:1]([N:4]1[CH:8]=[C:7]([N+:9]([O-:11])=[O:10])[CH:6]=[C:5]1[C:12]([O:14]CC)=[O:13])([CH3:3])[CH3:2].[OH-].[Na+]. Product: [CH:1]([N:4]1[CH:8]=[C:7]([N+:9]([O-:11])=[O:10])[CH:6]=[C:5]1[C:12]([OH:14])=[O:13])([CH3:3])[CH3:2]. The catalyst class is: 8. (6) Reactant: C1C2C(COC([NH:18][CH:19]([CH2:23][CH2:24][CH2:25][CH2:26][N:27]([CH2:54][C:55]3[N:56]([CH2:60][C:61]([N:63]([CH2:72][C:73]([O:75][C:76]([CH3:79])([CH3:78])[CH3:77])=[O:74])[CH2:64][C:65](=[O:71])[O:66][C:67]([CH3:70])([CH3:69])[CH3:68])=[O:62])[CH:57]=[CH:58][N:59]=3)[CH2:28][C:29]3[N:30]([CH2:34][C:35](=[O:53])[N:36]([CH2:45][C:46](=[O:52])[O:47][C:48]([CH3:51])([CH3:50])[CH3:49])[CH2:37][C:38](=[O:44])[O:39][C:40]([CH3:43])([CH3:42])[CH3:41])[CH:31]=[CH:32][N:33]=3)[C:20]([OH:22])=[O:21])=O)C3C(=CC=CC=3)C=2C=CC=1.N1CCCCC1. Product: [NH2:18][C@@H:19]([CH2:23][CH2:24][CH2:25][CH2:26][N:27]([CH2:28][C:29]1[N:30]([CH2:34][C:35]([N:36]([CH2:37][C:38]([O:39][C:40]([CH3:43])([CH3:42])[CH3:41])=[O:44])[CH2:45][C:46](=[O:52])[O:47][C:48]([CH3:51])([CH3:50])[CH3:49])=[O:53])[CH:31]=[CH:32][N:33]=1)[CH2:54][C:55]1[N:56]([CH2:60][C:61](=[O:62])[N:63]([CH2:72][C:73](=[O:74])[O:75][C:76]([CH3:79])([CH3:78])[CH3:77])[CH2:64][C:65](=[O:71])[O:66][C:67]([CH3:69])([CH3:68])[CH3:70])[CH:57]=[CH:58][N:59]=1)[C:20]([OH:22])=[O:21]. The catalyst class is: 3. (7) Reactant: [NH2:1][C:2]1[CH:7]=[CH:6][C:5]([S:8]([N:11]2[CH2:16][CH2:15][C:14](=[N:17][O:18][CH2:19][C:20]3[CH:21]=[CH:22][C:23]([F:28])=[C:24]([CH:27]=3)[C:25]#[N:26])[CH2:13][CH2:12]2)(=[O:10])=[O:9])=[CH:4][CH:3]=1.[F:29][C:30]([F:41])([F:40])[C:31](O[C:31](=[O:32])[C:30]([F:41])([F:40])[F:29])=[O:32]. The catalyst class is: 7. Product: [C:25]([C:24]1[CH:27]=[C:20]([CH:21]=[CH:22][C:23]=1[F:28])[CH2:19][O:18][N:17]=[C:14]1[CH2:13][CH2:12][N:11]([S:8]([C:5]2[CH:4]=[CH:3][C:2]([NH:1][C:31](=[O:32])[C:30]([F:41])([F:40])[F:29])=[CH:7][CH:6]=2)(=[O:9])=[O:10])[CH2:16][CH2:15]1)#[N:26]. (8) The catalyst class is: 14. Reactant: [CH2:1]([C:8]([OH:19])([C:14]([O:16]CC)=[O:15])[C:9]([O:11][CH2:12][CH3:13])=[O:10])[C:2]1[CH:7]=[CH:6][CH:5]=[CH:4][CH:3]=1.[OH-].[K+]. Product: [CH2:1]([C@:8]([OH:19])([C:9]([O:11][CH2:12][CH3:13])=[O:10])[C:14]([OH:16])=[O:15])[C:2]1[CH:3]=[CH:4][CH:5]=[CH:6][CH:7]=1.